This data is from Reaction yield outcomes from USPTO patents with 853,638 reactions. The task is: Predict the reaction yield, written as a fraction of the theoretical maximum amount of product (1.0 means a 100% yield; for example, 0.34 means a 34% yield). The reactants are [CH:1]1([Mg]Br)[CH2:3][CH2:2]1.Br[C:7]1[CH:12]=[CH:11][CH:10]=[C:9]([O:13][CH2:14][C:15]2[CH:20]=[CH:19][CH:18]=[CH:17][CH:16]=2)[CH:8]=1.C1COCC1. The catalyst is C(OCC)C.Cl[Ni]1(Cl)[P](C2C=CC=CC=2)(C2C=CC=CC=2)CCC[P]1(C1C=CC=CC=1)C1C=CC=CC=1. The product is [CH:1]1([C:11]2[CH:12]=[CH:7][CH:8]=[C:9]([O:13][CH2:14][C:15]3[CH:20]=[CH:19][CH:18]=[CH:17][CH:16]=3)[CH:10]=2)[CH2:3][CH2:2]1. The yield is 0.360.